Predict the reaction yield, written as a fraction of the theoretical maximum amount of product (1.0 means a 100% yield; for example, 0.34 means a 34% yield). From a dataset of Reaction yield outcomes from USPTO patents with 853,638 reactions. (1) The reactants are [F:1][C:2]1[CH:3]=[CH:4][C:5]2[C:9]([CH:10]3[CH2:15][CH2:14][N:13]([CH2:16][CH2:17][CH2:18][N:19]4[C:27]5[CH2:26][CH2:25][N:24]([S:28]([CH3:31])(=[O:30])=[O:29])[CH2:23][C:22]=5[C:21]([C:32]5[CH:37]=[CH:36][C:35]([C:38]([F:41])([F:40])[F:39])=[CH:34][CH:33]=5)=[N:20]4)[CH2:12][CH2:11]3)=[C:8]([C:42](O)=[O:43])[S:7][C:6]=2[CH:45]=1.CN(C(ON1N=NC2C=CC=CC1=2)=[N+](C)C)C.F[P-](F)(F)(F)(F)F.CCN(C(C)C)C(C)C.[CH2:79]([CH2:81][NH2:82])[OH:80]. The catalyst is CN(C=O)C. The product is [OH:80][CH2:79][CH2:81][NH:82][C:42]([C:8]1[S:7][C:6]2[CH:45]=[C:2]([F:1])[CH:3]=[CH:4][C:5]=2[C:9]=1[CH:10]1[CH2:11][CH2:12][N:13]([CH2:16][CH2:17][CH2:18][N:19]2[C:27]3[CH2:26][CH2:25][N:24]([S:28]([CH3:31])(=[O:29])=[O:30])[CH2:23][C:22]=3[C:21]([C:32]3[CH:33]=[CH:34][C:35]([C:38]([F:40])([F:41])[F:39])=[CH:36][CH:37]=3)=[N:20]2)[CH2:14][CH2:15]1)=[O:43]. The yield is 0.760. (2) The reactants are [F:1][C:2]1[CH:3]=[C:4]([CH:10]([CH2:17][CH:18]2[CH2:23][CH2:22][O:21][CH2:20][CH2:19]2)[C:11](N(OC)C)=[O:12])[CH:5]=[CH:6][C:7]=1[S:8][CH3:9].[CH:24]([Mg]Br)=[CH2:25].Cl. The catalyst is O1CCCC1. The product is [F:1][C:2]1[CH:3]=[C:4]([CH:10]([CH2:17][CH:18]2[CH2:19][CH2:20][O:21][CH2:22][CH2:23]2)[C:11](=[O:12])[CH:24]=[CH2:25])[CH:5]=[CH:6][C:7]=1[S:8][CH3:9]. The yield is 0.930. (3) The reactants are [Br:1][C:2]1[CH:3]=[C:4]2[C:8](=[CH:9][CH:10]=1)[NH:7][C:6](=[O:11])[CH2:5]2.[CH2:12]([N:14]([CH2:27][CH3:28])[CH2:15][CH2:16][NH:17][C:18]([C:20]1[NH:21][C:22]([CH:25]=O)=[CH:23][CH:24]=1)=[O:19])[CH3:13].N1C=CC=C1C(OCC)=O. No catalyst specified. The product is [CH2:27]([N:14]([CH2:12][CH3:13])[CH2:15][CH2:16][NH:17][C:18]([C:20]1[NH:21][C:22]([CH:25]=[C:5]2[C:4]3[C:8](=[CH:9][CH:10]=[C:2]([Br:1])[CH:3]=3)[NH:7][C:6]2=[O:11])=[CH:23][CH:24]=1)=[O:19])[CH3:28]. The yield is 0.380.